This data is from Forward reaction prediction with 1.9M reactions from USPTO patents (1976-2016). The task is: Predict the product of the given reaction. (1) Given the reactants [F:1][C:2]1[CH:7]=[CH:6][C:5]([C:8]2[N:16]([CH3:17])[C:11]3=[N:12][CH:13]=[CH:14][CH:15]=[C:10]3[C:9]=2C=CC(O)=O)=[CH:4][CH:3]=1.COC1C=C(C2N(C)C3=NC=CC=C3C=2C=CC(O)=O)C=CC=1OC.N1C=CC(C2N(C)C3=NC=CC=C3C=2C=CC(O)=O)=CC=1.C1OC2C=CC(C3N(C)C4=NC=CC=C4C=3C=CC(O)=O)=CC=2O1, predict the reaction product. The product is: [F:1][C:2]1[CH:3]=[CH:4][C:5]([C:8]2[N:16]([CH3:17])[C:11]3=[N:12][CH:13]=[CH:14][CH:15]=[C:10]3[CH:9]=2)=[CH:6][CH:7]=1. (2) Given the reactants [F:1][C:2]([F:21])([C:17]([F:20])([F:19])[F:18])[CH2:3][N:4]1[CH2:9][CH2:8][N:7](C(OC(C)(C)C)=O)[CH2:6][CH2:5]1.C(OC(=O)C)C.[ClH:28], predict the reaction product. The product is: [ClH:28].[ClH:28].[F:21][C:2]([F:1])([C:17]([F:18])([F:19])[F:20])[CH2:3][N:4]1[CH2:9][CH2:8][NH:7][CH2:6][CH2:5]1. (3) Given the reactants [O:1]1[CH2:6][CH:5]=[CH:4][C@@H:3]([OH:7])[CH2:2]1.C(=O)([O-])[O-].[Cs+].[Cs+].[Br:14][C:15]1[CH:16]=[CH:17][C:18](F)=[C:19]([CH:22]=1)[CH:20]=[O:21], predict the reaction product. The product is: [Br:14][C:15]1[CH:16]=[CH:17][C:18]([O:7][C@@H:3]2[CH:4]=[CH:5][CH2:6][O:1][CH2:2]2)=[C:19]([CH:22]=1)[CH:20]=[O:21]. (4) Given the reactants [CH3:1][NH:2][CH2:3][C:4]([NH:6][CH2:7][C:8]1[CH:13]=[C:12]([C:14]2[CH:19]=[CH:18][C:17]([C:20]([F:23])([F:22])[F:21])=[CH:16][CH:15]=2)[N:11]=[CH:10][N:9]=1)=[O:5].C(N(CC)C(C)C)(C)C.[S:33]1[CH:37]=[CH:36][CH:35]=[C:34]1[S:38](Cl)(=[O:40])=[O:39].C(OCC)(=O)C, predict the reaction product. The product is: [CH3:1][N:2]([S:38]([C:34]1[S:33][CH:37]=[CH:36][CH:35]=1)(=[O:40])=[O:39])[CH2:3][C:4]([NH:6][CH2:7][C:8]1[CH:13]=[C:12]([C:14]2[CH:19]=[CH:18][C:17]([C:20]([F:23])([F:21])[F:22])=[CH:16][CH:15]=2)[N:11]=[CH:10][N:9]=1)=[O:5]. (5) Given the reactants [CH3:1][C:2]([OH:24])([CH3:23])[CH2:3][N:4]1[C:8]2[CH:9]=[CH:10][CH:11]=[C:12]([CH3:13])[C:7]=2[N:6]=[C:5]1[C:14]1[CH:19]=[CH:18][CH:17]=[CH:16][C:15]=1[N+]([O-])=O.[H-].[Na+], predict the reaction product. The product is: [CH3:1][C:2]1([CH3:23])[CH2:3][N:4]2[C:5](=[N:6][C:7]3[C:12]([CH3:13])=[CH:11][CH:10]=[CH:9][C:8]=32)[C:14]2[CH:19]=[CH:18][CH:17]=[CH:16][C:15]=2[O:24]1.